From a dataset of Full USPTO retrosynthesis dataset with 1.9M reactions from patents (1976-2016). Predict the reactants needed to synthesize the given product. Given the product [CH3:15][NH:16][C:17]1[S:2][C:21]([C:22]2[CH:23]=[N:24][CH:25]=[CH:26][CH:27]=2)=[N:20][CH:19]=1, predict the reactants needed to synthesize it. The reactants are: P12(SP3(SP(SP(S3)(S1)=S)(=S)S2)=S)=[S:2].[CH3:15][NH:16][C:17]([CH2:19][NH:20][C:21](=O)[C:22]1[CH:27]=[CH:26][CH:25]=[N:24][CH:23]=1)=O.N1C=CC=CC=1.